Task: Predict the reactants needed to synthesize the given product.. Dataset: Full USPTO retrosynthesis dataset with 1.9M reactions from patents (1976-2016) (1) The reactants are: Cl[C:2]1[N:7]=[C:6]([O:8][CH2:9][CH3:10])[C:5]([N+:11]([O-:13])=[O:12])=[CH:4][CH:3]=1.[H-].[Na+].[C:16]([O:23][C:24]([CH3:27])([CH3:26])[CH3:25])(=[O:22])[CH2:17][C:18]([O:20][CH3:21])=[O:19]. Given the product [CH2:9]([O:8][C:6]1[N:7]=[C:2]([CH:17]([C:18]([O:20][CH3:21])=[O:19])[C:16]([O:23][C:24]([CH3:27])([CH3:25])[CH3:26])=[O:22])[CH:3]=[CH:4][C:5]=1[N+:11]([O-:13])=[O:12])[CH3:10], predict the reactants needed to synthesize it. (2) Given the product [CH2:24]([O:23][C:21]([N:9]1[CH2:10][CH2:11][CH2:12][C@@H:8]1[C:6]([O:5][C:1]([CH3:4])([CH3:2])[CH3:3])=[O:7])=[O:22])[CH3:25], predict the reactants needed to synthesize it. The reactants are: [C:1]([O:5][C:6]([C@H:8]1[CH2:12][CH2:11][CH2:10][NH:9]1)=[O:7])([CH3:4])([CH3:3])[CH3:2].C(N(CC)CC)C.Cl[C:21]([O:23][CH2:24][CH3:25])=[O:22]. (3) Given the product [Cl:8][C:7]1[C:2]([Cl:1])=[C:3]([C:19]2[S:23][C:22]([C:24]3[NH:25][C:38](=[O:40])[O:27][N:26]=3)=[N:21][C:20]=2[C:28]([N:30]2[CH2:31][CH2:32][CH:33]([F:36])[CH2:34][CH2:35]2)=[O:29])[CH:4]=[CH:5][C:6]=1[S:9]([NH:10][C@@H:11]([CH3:16])[C:12]([F:13])([F:15])[F:14])(=[O:18])=[O:17], predict the reactants needed to synthesize it. The reactants are: [Cl:1][C:2]1[C:7]([Cl:8])=[C:6]([S:9](=[O:18])(=[O:17])[NH:10][C@@H:11]([CH3:16])[C:12]([F:15])([F:14])[F:13])[CH:5]=[CH:4][C:3]=1[C:19]1[S:23][C:22]([C:24](=[N:26][OH:27])[NH2:25])=[N:21][C:20]=1[C:28]([N:30]1[CH2:35][CH2:34][CH:33]([F:36])[CH2:32][CH2:31]1)=[O:29].Cl[C:38](Cl)([O:40]C(=O)OC(Cl)(Cl)Cl)Cl. (4) Given the product [Cl:22][C:23]1[CH:24]=[CH:25][C:26]([C:27]2[N:18]3[N:17]=[C:16]([NH:15][C:5]4[CH:6]=[CH:7][C:8]([N:9]5[CH:13]=[C:12]([CH3:14])[N:11]=[CH:10]5)=[C:3]([O:2][CH3:1])[CH:4]=4)[N:20]=[C:19]3[N:21]=[CH:32][C:29]=2[C:30]#[N:31])=[CH:36][CH:37]=1, predict the reactants needed to synthesize it. The reactants are: [CH3:1][O:2][C:3]1[CH:4]=[C:5]([NH:15][C:16]2[N:20]=[C:19]([NH2:21])[NH:18][N:17]=2)[CH:6]=[CH:7][C:8]=1[N:9]1[CH:13]=[C:12]([CH3:14])[N:11]=[CH:10]1.[Cl:22][C:23]1[CH:37]=[CH:36][C:26]([C:27](/[C:29](=[CH:32]/N(C)C)/[C:30]#[N:31])=O)=[CH:25][CH:24]=1. (5) Given the product [CH:22]1([NH:29][S:2]([C:5]2[CH:14]=[CH:13][C:12]3[NH:11][C:10](=[O:15])[C:9]4[NH:16][CH:17]=[CH:18][C:8]=4[C:7]=3[CH:6]=2)(=[O:3])=[O:4])[CH2:28][CH2:27][CH2:26][CH2:25][CH2:24][CH2:23]1.[CH2:18]([C:19]([O-:21])=[O:20])[CH3:17], predict the reactants needed to synthesize it. The reactants are: Cl[S:2]([C:5]1[CH:14]=[CH:13][C:12]2[NH:11][C:10](=[O:15])[C:9]3[NH:16][CH:17]=[C:18]([C:19]([OH:21])=[O:20])[C:8]=3[C:7]=2[CH:6]=1)(=[O:4])=[O:3].[CH:22]1([NH2:29])[CH2:28][CH2:27][CH2:26][CH2:25][CH2:24][CH2:23]1.